This data is from Catalyst prediction with 721,799 reactions and 888 catalyst types from USPTO. The task is: Predict which catalyst facilitates the given reaction. (1) Product: [CH3:1][C:2]1([CH3:12])[C:10]2[CH:9]=[C:8]([O:11][C:14]3[N:15]=[CH:16][C:17]([NH2:20])=[CH:18][CH:19]=3)[CH:7]=[CH:6][C:5]=2[CH2:4][O:3]1. Reactant: [CH3:1][C:2]1([CH3:12])[C:10]2[C:5](=[CH:6][CH:7]=[C:8]([OH:11])[CH:9]=2)[CH2:4][O:3]1.Cl[C:14]1[CH:19]=[CH:18][C:17]([N+:20]([O-])=O)=[CH:16][N:15]=1.CN(C=O)C.Cl. The catalyst class is: 292. (2) Reactant: [NH2:1][C:2]1[S:3][CH:4]=[CH:5][N:6]=1.[C:7]([N+:11]#[C-:12])([CH3:10])([CH3:9])[CH3:8].[CH3:13][C:14]1[CH:21]=[CH:20][CH:19]=[CH:18][C:15]=1[CH:16]=O.[C:22](Cl)(=[O:24])[CH3:23]. Product: [C:7]([N:11]([C:12]1[N:6]2[C:2]([S:3][CH:4]=[CH:5]2)=[N:1][C:16]=1[C:15]1[CH:18]=[CH:19][CH:20]=[CH:21][C:14]=1[CH3:13])[C:22](=[O:24])[CH3:23])([CH3:10])([CH3:9])[CH3:8]. The catalyst class is: 519. (3) Reactant: Cl[C:2]1[N:6]([CH3:7])[N:5]=[CH:4][C:3]=1[N+:8]([O-:10])=[O:9].[F-].[K+].[CH3:13][C@H:14]1[NH:19][CH2:18][CH2:17][N:16]([C:20]([O:22][C:23]([CH3:26])([CH3:25])[CH3:24])=[O:21])[CH2:15]1. Product: [CH3:13][C@H:14]1[N:19]([C:2]2[N:6]([CH3:7])[N:5]=[CH:4][C:3]=2[N+:8]([O-:10])=[O:9])[CH2:18][CH2:17][N:16]([C:20]([O:22][C:23]([CH3:24])([CH3:26])[CH3:25])=[O:21])[CH2:15]1. The catalyst class is: 16. (4) Reactant: [Br:1][C:2]1[CH:3]=[C:4]2[C:9](=[CH:10][CH:11]=1)[C:8](=[O:12])[NH:7][C:6](=[O:13])/[C:5]/2=[CH:14]\[NH:15][C:16]1[CH:21]=[CH:20][C:19]([N:22]2[CH2:27][CH2:26][N:25]([CH3:28])[CH2:24][CH2:23]2)=[C:18]([F:29])[CH:17]=1.BrC1C=C2C(=CC=1)[C:37](=[O:41])NC(=O)C2=CNC1C=CC(N2CC(C)NC(C)C2)=CC=1. Product: [Br:1][C:2]1[CH:3]=[C:4]2[C:9](=[CH:10][CH:11]=1)[C:8](=[O:12])[NH:7][C:6](=[O:13])/[C:5]/2=[CH:14]/[O:41][CH3:37].[F:29][C:18]1[CH:17]=[C:16]([NH2:15])[CH:21]=[CH:20][C:19]=1[N:22]1[CH2:23][CH2:24][N:25]([CH3:28])[CH2:26][CH2:27]1. The catalyst class is: 9. (5) The catalyst class is: 13. Reactant: [OH:1][C@H:2]([C:27]1[CH:32]=[CH:31][C:30]([OH:33])=[C:29]([NH:34][S:35]([CH3:38])(=[O:37])=[O:36])[CH:28]=1)[CH2:3][NH:4][CH2:5][CH2:6][O:7][C:8]1[CH:13]=[C:12]([CH3:14])[C:11]([C:15]2[CH:20]=[CH:19][C:18]([C:21]([O:23][CH2:24][CH3:25])=[O:22])=[CH:17][CH:16]=2)=[C:10]([CH3:26])[CH:9]=1.[ClH:39]. Product: [ClH:39].[OH:1][C@H:2]([C:27]1[CH:32]=[CH:31][C:30]([OH:33])=[C:29]([NH:34][S:35]([CH3:38])(=[O:37])=[O:36])[CH:28]=1)[CH2:3][NH:4][CH2:5][CH2:6][O:7][C:8]1[CH:9]=[C:10]([CH3:26])[C:11]([C:15]2[CH:20]=[CH:19][C:18]([C:21]([O:23][CH2:24][CH3:25])=[O:22])=[CH:17][CH:16]=2)=[C:12]([CH3:14])[CH:13]=1. (6) Product: [NH2:4][CH2:3][C:5]1([OH:18])[CH2:6][CH2:7][N:8]([C:11]([O:13][C:14]([CH3:16])([CH3:15])[CH3:17])=[O:12])[CH2:9][CH2:10]1. The catalyst class is: 1. Reactant: [Li].[H-].[C:3]([C:5]1([OH:18])[CH2:10][CH2:9][N:8]([C:11]([O:13][C:14]([CH3:17])([CH3:16])[CH3:15])=[O:12])[CH2:7][CH2:6]1)#[N:4]. (7) Reactant: C([O:3][C:4]([C:6]1[NH:7][C:8]2[C:13]([CH:14]=1)=[C:12]([CH3:15])[CH:11]=[CH:10][C:9]=2[NH:16][S:17]([C:20]1[S:21][CH:22]=[CH:23][CH:24]=1)(=[O:19])=[O:18])=[O:5])C.CO.[OH-].[K+].C(O)(=O)CC(CC(O)=O)(C(O)=O)O. Product: [CH3:15][C:12]1[CH:11]=[CH:10][C:9]([NH:16][S:17]([C:20]2[S:21][CH:22]=[CH:23][CH:24]=2)(=[O:18])=[O:19])=[C:8]2[C:13]=1[CH:14]=[C:6]([C:4]([OH:5])=[O:3])[NH:7]2. The catalyst class is: 7. (8) Reactant: C[O:2][C:3](=[O:28])[CH2:4][CH2:5][N:6]1[C:10]2[CH:11]=[CH:12][CH:13]=[CH:14][C:9]=2[N:8]([CH2:15][C:16]2[CH:17]=[CH:18][CH:19]=[C:20]3[C:24]=2[N:23]([CH3:25])[C:22]([CH3:26])=[CH:21]3)[C:7]1=[O:27].O.[OH-].[Li+]. Product: [CH3:25][N:23]1[C:24]2[C:20](=[CH:19][CH:18]=[CH:17][C:16]=2[CH2:15][N:8]2[C:9]3[CH:14]=[CH:13][CH:12]=[CH:11][C:10]=3[N:6]([CH2:5][CH2:4][C:3]([OH:28])=[O:2])[C:7]2=[O:27])[CH:21]=[C:22]1[CH3:26]. The catalyst class is: 20. (9) Reactant: [CH3:1][O:2][C:3]1[CH:8]=[C:7]([N:9]2[CH2:14][CH2:13][NH:12][CH2:11][CH2:10]2)[CH:6]=[CH:5][C:4]=1[NH:15][C:16]([C:18]1[C:22]2[C:23](=[O:27])[NH:24][CH2:25][CH2:26][C:21]=2[O:20][CH:19]=1)=[O:17].C(N(CC)CC)C.[C:35](Cl)(=[O:37])[CH3:36]. Product: [C:35]([N:12]1[CH2:11][CH2:10][N:9]([C:7]2[CH:6]=[CH:5][C:4]([NH:15][C:16]([C:18]3[C:22]4[C:23](=[O:27])[NH:24][CH2:25][CH2:26][C:21]=4[O:20][CH:19]=3)=[O:17])=[C:3]([O:2][CH3:1])[CH:8]=2)[CH2:14][CH2:13]1)(=[O:37])[CH3:36]. The catalyst class is: 4.